Dataset: CYP2D6 inhibition data for predicting drug metabolism from PubChem BioAssay. Task: Regression/Classification. Given a drug SMILES string, predict its absorption, distribution, metabolism, or excretion properties. Task type varies by dataset: regression for continuous measurements (e.g., permeability, clearance, half-life) or binary classification for categorical outcomes (e.g., BBB penetration, CYP inhibition). Dataset: cyp2d6_veith. (1) The compound is COc1cccc(CN2CCN(Cc3cc(OC)c(OC)cc3[N+](=O)[O-])CC2)c1.O=C(O)C(=O)O. The result is 1 (inhibitor). (2) The drug is C(=NC12CN3CN(CN(C3)C1)C2)c1cccnc1. The result is 0 (non-inhibitor). (3) The drug is CCN(CC)C(=O)c1sc2[nH]c(=S)n(-c3ccccc3)c(=O)c2c1C. The result is 0 (non-inhibitor). (4) The drug is O=C(c1cc(C(F)(F)F)cc(C(F)(F)F)c1)N1CCC2(CC1)CCN(c1ccccn1)CC2. The result is 0 (non-inhibitor). (5) The molecule is COc1cnc(-c2ccccn2)nc1Oc1ccc(Cl)c2ccccc12. The result is 0 (non-inhibitor). (6) The drug is Cn1nnnc1SCC(=O)Nc1ccccc1[N+](=O)[O-]. The result is 0 (non-inhibitor). (7) The molecule is O=S(=O)(c1cnccc1N1CCN(CCO)CC1)N1CCCC1. The result is 0 (non-inhibitor). (8) The molecule is COc1ccc(N2CCN(CCNC(=O)C3CCN(S(=O)(=O)c4cccs4)CC3)CC2)cc1. The result is 0 (non-inhibitor). (9) The compound is CN1/C(=C\C=[N+](C)c2ccccc2)C(C)(C)c2ccccc21.[I-]. The result is 1 (inhibitor). (10) The compound is C/C(CCC(=O)OC[C@@H]1O[C@H](C#Cc2ccccc2)C=C[C@@H]1Oc1ccc(C)cc1)=N/OC[C@@H](C)[C@H](OCc1ccccc1)C(C)C. The result is 0 (non-inhibitor).